Predict the product of the given reaction. From a dataset of Forward reaction prediction with 1.9M reactions from USPTO patents (1976-2016). (1) Given the reactants [CH2:1]([O:4][C:5](=[O:16])[C:6]1[CH:11]=[CH:10][C:9](F)=[C:8]([N+:13]([O-:15])=[O:14])[CH:7]=1)[CH:2]=[CH2:3].[C:17]([O:21][C:22]([N:24]1[CH2:29][CH2:28][CH:27]([NH2:30])[CH2:26][CH2:25]1)=[O:23])([CH3:20])([CH3:19])[CH3:18].C(N(C(C)C)C(C)C)C.O, predict the reaction product. The product is: [C:17]([O:21][C:22]([N:24]1[CH2:29][CH2:28][CH:27]([NH:30][C:9]2[CH:10]=[CH:11][C:6]([C:5]([O:4][CH2:1][CH:2]=[CH2:3])=[O:16])=[CH:7][C:8]=2[N+:13]([O-:15])=[O:14])[CH2:26][CH2:25]1)=[O:23])([CH3:20])([CH3:18])[CH3:19]. (2) Given the reactants [Cl:1][C:2]1[CH:3]=[C:4]2[N:22](COCC[Si](C)(C)C)[C:21]([O:31][C@H:32]3[CH2:41][O:40][C@H:39]4[C@@H:34]([O:35]C(C5C=CC=CC=5)[O:37][CH2:38]4)[CH2:33]3)=[N:20][C:5]2=[N:6][C:7]=1[C:8]1[CH:13]=[CH:12][C:11]([C:14]#[C:15][Si](C)(C)C)=[CH:10][CH:9]=1.C(O)=O.S([O-])(O)(=O)=O.[K+].[OH-].[Na+], predict the reaction product. The product is: [Cl:1][C:2]1[CH:3]=[C:4]2[NH:22][C:21]([O:31][C@H:32]3[CH2:41][O:40][C@H:39]([CH2:38][OH:37])[C@@H:34]([OH:35])[CH2:33]3)=[N:20][C:5]2=[N:6][C:7]=1[C:8]1[CH:13]=[CH:12][C:11]([C:14]#[CH:15])=[CH:10][CH:9]=1. (3) Given the reactants [C:1]([NH:5][C:6]([C:8]1[C:16]2[C:11](=[N:12][CH:13]=[C:14]([N:17]3[CH2:22][CH2:21][CH2:20][C:19]4[N:23]([CH3:26])[N:24]=[CH:25][C:18]3=4)[N:15]=2)[N:10](COCC[Si](C)(C)C)[CH:9]=1)=[O:7])([CH3:4])([CH3:3])[CH3:2].C(O)(C(F)(F)F)=O, predict the reaction product. The product is: [C:1]([NH:5][C:6]([C:8]1[C:16]2[C:11](=[N:12][CH:13]=[C:14]([N:17]3[CH2:22][CH2:21][CH2:20][C:19]4[N:23]([CH3:26])[N:24]=[CH:25][C:18]3=4)[N:15]=2)[NH:10][CH:9]=1)=[O:7])([CH3:4])([CH3:3])[CH3:2]. (4) Given the reactants C(O)CCCC.[C:7]([C:9]1[CH:10]=[C:11]([NH:15][C:16]2[C:25]3[C:20](=[CH:21][C:22]([O:31][CH2:32][CH2:33][O:34][CH3:35])=[C:23]([O:26][CH2:27][CH2:28][O:29][CH3:30])[CH:24]=3)[N:19]=[CH:18][N:17]=2)[CH:12]=[CH:13][CH:14]=1)#[CH:8].[ClH:36], predict the reaction product. The product is: [CH3:30][O:29][CH2:28][CH2:27][O:26][C:23]1[CH:24]=[C:25]2[C:16]([NH:15][C:11]3[CH:12]=[CH:13][CH:14]=[C:9]([C:7]#[CH:8])[CH:10]=3)=[N:17][CH:18]=[N:19][C:20]2=[CH:21][C:22]=1[O:31][CH2:32][CH2:33][O:34][CH3:35].[ClH:36]. (5) Given the reactants Cl[C:2]1[C:3]2[CH2:11][N:10]([C:12]3[CH:17]=[CH:16][C:15]([CH3:18])=[CH:14][N:13]=3)[CH2:9][CH2:8][C:4]=2[N:5]=[CH:6][N:7]=1.[NH2:19][C@@H:20]([C:24]1[CH:25]=[N:26][C:27]([O:30][CH3:31])=[CH:28][CH:29]=1)[CH2:21][CH2:22][OH:23].C(N(CC)C(C)C)(C)C, predict the reaction product. The product is: [CH3:31][O:30][C:27]1[N:26]=[CH:25][C:24]([C@H:20]([NH:19][C:2]2[C:3]3[CH2:11][N:10]([C:12]4[CH:17]=[CH:16][C:15]([CH3:18])=[CH:14][N:13]=4)[CH2:9][CH2:8][C:4]=3[N:5]=[CH:6][N:7]=2)[CH2:21][CH2:22][OH:23])=[CH:29][CH:28]=1. (6) Given the reactants N[C:2]1[S:3][C:4]2[C:13]3[C:12](=[O:14])[NH:11][CH2:10][CH2:9][C:8]=3[CH:7]=[CH:6][C:5]=2[N:15]=1.N([O-])=O.[Na+].[PH2](O)=O.[OH-].[K+], predict the reaction product. The product is: [S:3]1[C:4]2[C:13]3[C:12](=[O:14])[NH:11][CH2:10][CH2:9][C:8]=3[CH:7]=[CH:6][C:5]=2[N:15]=[CH:2]1. (7) Given the reactants Br[C:2]1[CH:3]=[CH:4][CH:5]=[C:6]2[C:11]=1[N:10]=[CH:9][CH:8]=[CH:7]2.[C:12]([OH:18])([C:14](F)(F)F)=[O:13], predict the reaction product. The product is: [N:10]1[C:11]2[C:6](=[CH:5][CH:4]=[CH:3][C:2]=2[CH2:14][C:12]([OH:18])=[O:13])[CH:7]=[CH:8][CH:9]=1. (8) The product is: [Si:8]([O:15][C:23]([C:26]1[CH:27]=[CH:28][CH:29]=[C:30]2[C:35]=1[N:34]=[C:33]([S:36][CH3:37])[N:32]([CH3:38])[C:31]2=[O:39])=[CH2:24])([C:11]([CH3:12])([CH3:13])[CH3:14])([CH3:9])[CH3:10]. Given the reactants CCN(CC)CC.[Si:8]([O:15]S(C(F)(F)F)(=O)=O)([C:11]([CH3:14])([CH3:13])[CH3:12])([CH3:10])[CH3:9].[C:23]([C:26]1[CH:27]=[CH:28][CH:29]=[C:30]2[C:35]=1[N:34]=[C:33]([S:36][CH3:37])[N:32]([CH3:38])[C:31]2=[O:39])(=O)[CH3:24], predict the reaction product. (9) Given the reactants ClC1N=C(N2CC[O:14][CH2:13]C2)C2C=CSC=2N=1.[NH2:17][C:18]1(C(OC)=O)[CH2:22][CH:21]=[CH:20][S:19]1.ClS([N:31]=[C:32]=[O:33])(=O)=O, predict the reaction product. The product is: [NH:17]1[C:18]2[S:19][CH:20]=[CH:21][C:22]=2[C:13](=[O:14])[NH:31][C:32]1=[O:33].